From a dataset of Full USPTO retrosynthesis dataset with 1.9M reactions from patents (1976-2016). Predict the reactants needed to synthesize the given product. (1) Given the product [C:18]([N:14]1[CH2:15][CH2:16][O:17][C@@H:12]([CH2:11][O:10][C:7]2[C:2]([C:33]3[CH:47]=[CH:46][C:36]([O:37][C:38]4[CH:45]=[CH:44][C:41]([C:42]#[N:43])=[CH:40][CH:39]=4)=[CH:35][CH:34]=3)=[C:3]([NH2:9])[N:4]=[CH:5][N:6]=2)[CH2:13]1)(=[O:20])[CH:49]=[CH2:50], predict the reactants needed to synthesize it. The reactants are: Cl[C:2]1[C:3]([NH2:9])=[N:4][CH:5]=[N:6][C:7]=1Cl.[OH:10][CH2:11][C@@H:12]1[O:17][CH2:16][CH2:15][N:14]([C:18]([O:20]C(C)(C)C)=O)[CH2:13]1.CC1(C)C(C)(C)OB([C:33]2[CH:47]=[CH:46][C:36]([O:37][C:38]3[CH:45]=[CH:44][C:41]([C:42]#[N:43])=[CH:40][CH:39]=3)=[CH:35][CH:34]=2)O1.[C:49](Cl)(=O)[CH:50]=C. (2) Given the product [F:32][C:29]1[CH:30]=[CH:31][C:26]([C:23]2[N:37]=[C:21]3/[C:5](=[CH:6]/[C:7]4[CH:12]=[CH:11][C:10]([N:13]5[CH:17]=[C:16]([CH3:18])[N:15]=[CH:14]5)=[C:9]([O:19][CH3:20])[CH:8]=4)/[CH2:4][CH2:3][CH2:2][N:25]3[N:24]=2)=[CH:27][CH:28]=1, predict the reactants needed to synthesize it. The reactants are: Cl[CH2:2][CH2:3][CH2:4]/[C:5](/[C:21]1O[C:23]([C:26]2[CH:31]=[CH:30][C:29]([F:32])=[CH:28][CH:27]=2)=[N:24][N:25]=1)=[CH:6]\[C:7]1[CH:12]=[CH:11][C:10]([N:13]2[CH:17]=[C:16]([CH3:18])[N:15]=[CH:14]2)=[C:9]([O:19][CH3:20])[CH:8]=1.C([O-])(=O)C.[NH4+:37]. (3) Given the product [CH3:18][O:17][C:15](=[O:16])/[C:14](=[CH:32]\[C:29]1([CH2:22][C:23]2[CH:24]=[CH:25][CH:26]=[CH:27][CH:28]=2)[CH2:30][CH2:31]1)/[CH2:13][C:12]([OH:20])=[O:19], predict the reactants needed to synthesize it. The reactants are: C(O[K])(C)(C)C.CC(O)(C)C.[C:12]([O:20]C)(=[O:19])[CH2:13][CH2:14][C:15]([O:17][CH3:18])=[O:16].[CH2:22]([C:29]1([CH:32]=O)[CH2:31][CH2:30]1)[C:23]1[CH:28]=[CH:27][CH:26]=[CH:25][CH:24]=1. (4) Given the product [Cl:1][C:2]1[C:3]([I:13])=[C:4]2[C:5](=[CH:6][CH:7]=1)[C:10](=[O:12])[CH2:9][CH2:8]2, predict the reactants needed to synthesize it. The reactants are: [Cl:1][C:2]1[C:3]([I:13])=[C:4]([CH2:8][CH2:9][C:10]([OH:12])=O)[CH:5]=[CH:6][CH:7]=1.CN(C)C=O.S(Cl)(Cl)=O.[Cl-].[Al+3].[Cl-].[Cl-]. (5) The reactants are: [C:1]([C:3]1[CH:8]=[CH:7][N:6]=[CH:5][CH:4]=1)#[N:2].S(=O)(=O)(O)O.C(O)(=O)[CH2:15][CH:16]([CH3:18])[CH3:17].S(OOS([O-])(=O)=O)([O-])(=O)=O.[NH4+].[NH4+].C(=O)(O)[O-].[Na+]. Given the product [CH2:15]([C:5]1[CH:4]=[C:3]([C:1]#[N:2])[CH:8]=[CH:7][N:6]=1)[CH:16]([CH3:18])[CH3:17], predict the reactants needed to synthesize it. (6) Given the product [Br:1][C:2]1[CH:3]=[C:4]([N:13]([C@H:14]2[CH2:19][CH2:18][C@H:17]([NH:20][C:21]([O:23][C:24]([CH3:27])([CH3:26])[CH3:25])=[O:22])[CH2:16][CH2:15]2)[CH2:28][CH2:29][CH3:30])[C:5]([CH3:12])=[C:6]([CH:11]=1)[C:7]([O:9][CH3:10])=[O:8], predict the reactants needed to synthesize it. The reactants are: [Br:1][C:2]1[CH:3]=[C:4]([NH:13][C@H:14]2[CH2:19][CH2:18][C@H:17]([NH:20][C:21]([O:23][C:24]([CH3:27])([CH3:26])[CH3:25])=[O:22])[CH2:16][CH2:15]2)[C:5]([CH3:12])=[C:6]([CH:11]=1)[C:7]([O:9][CH3:10])=[O:8].[CH:28](=O)[CH2:29][CH3:30].C(O)(=O)C.C(O[BH-](OC(=O)C)OC(=O)C)(=O)C.[Na+].